Dataset: Catalyst prediction with 721,799 reactions and 888 catalyst types from USPTO. Task: Predict which catalyst facilitates the given reaction. (1) Reactant: [CH3:1][C:2]1([CH3:38])[O:6][C@H:5]([CH2:7][N:8]2[CH:12]=[CH:11][C:10]([NH:13][C:14](=[O:37])[CH:15]([N:20]3[C:25](=[O:26])[CH:24]=[C:23]([O:27]N4C5C=CC=CC=5N=N4)[CH:22]=[N:21]3)[CH2:16][CH:17]([CH3:19])[CH3:18])=[N:9]2)[CH2:4][O:3]1.C(=O)([O-])[O-].[Cs+].[Cs+].[C:45]1(O)[C:54]2[C:49](=[CH:50][CH:51]=[CH:52][CH:53]=2)[CH:48]=[CH:47][CH:46]=1. Product: [CH3:1][C:2]1([CH3:38])[O:6][C@H:5]([CH2:7][N:8]2[CH:12]=[CH:11][C:10]([NH:13][C:14](=[O:37])[CH:15]([N:20]3[C:25](=[O:26])[CH:24]=[C:23]([O:27][C:53]4[C:54]5[C:49](=[CH:48][CH:47]=[CH:46][CH:45]=5)[CH:50]=[CH:51][CH:52]=4)[CH:22]=[N:21]3)[CH2:16][CH:17]([CH3:18])[CH3:19])=[N:9]2)[CH2:4][O:3]1. The catalyst class is: 10. (2) The catalyst class is: 423. Reactant: Br[C:2]1[CH:23]=[CH:22][C:5]([C:6]([NH:8][S:9]([C:12]2[CH:17]=[CH:16][CH:15]=[CH:14][C:13]=2[S:18](=[O:21])(=[O:20])[NH2:19])(=[O:11])=[O:10])=[O:7])=[CH:4][C:3]=1[O:24][CH:25]([CH3:27])[CH3:26].[O:28]1[C:32]2[CH:33]=[CH:34][CH:35]=[CH:36][C:31]=2[CH:30]=[C:29]1B(O)O.C(=O)([O-])[O-].[Na+].[Na+]. Product: [O:28]1[C:32]2[CH:33]=[CH:34][CH:35]=[CH:36][C:31]=2[CH:30]=[C:29]1[C:2]1[CH:23]=[CH:22][C:5]([C:6]([NH:8][S:9]([C:12]2[CH:17]=[CH:16][CH:15]=[CH:14][C:13]=2[S:18](=[O:20])(=[O:21])[NH2:19])(=[O:10])=[O:11])=[O:7])=[CH:4][C:3]=1[O:24][CH:25]([CH3:27])[CH3:26].